The task is: Predict the reaction yield, written as a fraction of the theoretical maximum amount of product (1.0 means a 100% yield; for example, 0.34 means a 34% yield).. This data is from Reaction yield outcomes from USPTO patents with 853,638 reactions. The reactants are Br.[N:2]1[CH:7]=[CH:6][CH:5]=[C:4]([O:8][C:9]2[CH:14]=[CH:13][C:12]([C:15]3[O:19][C:18]([NH2:20])=[N:17][N:16]=3)=[CH:11][CH:10]=2)[CH:3]=1.[F:21][C:22]([F:34])([F:33])[O:23][C:24]1[CH:25]=[C:26]([CH:30]=[CH:31][CH:32]=1)[C:27](Cl)=[O:28]. The catalyst is N1C=CC=CC=1.CO. The product is [N:2]1[CH:7]=[CH:6][CH:5]=[C:4]([O:8][C:9]2[CH:10]=[CH:11][C:12]([C:15]3[O:19][C:18]([NH:20][C:27](=[O:28])[C:26]4[CH:30]=[CH:31][CH:32]=[C:24]([O:23][C:22]([F:21])([F:33])[F:34])[CH:25]=4)=[N:17][N:16]=3)=[CH:13][CH:14]=2)[CH:3]=1. The yield is 0.175.